Dataset: Catalyst prediction with 721,799 reactions and 888 catalyst types from USPTO. Task: Predict which catalyst facilitates the given reaction. (1) Reactant: [CH2:1]([N:8]1[CH2:13][CH2:12][CH2:11][CH2:10][CH:9]1[CH2:14]Br)[C:2]1[CH:7]=[CH:6][CH:5]=[CH:4][CH:3]=1.[F:16][C:17]1[CH:22]=[CH:21][C:20]([C:23]2[N:24]=[N:25][NH:26][N:27]=2)=[CH:19][CH:18]=1.C(=O)([O-])[O-].[K+].[K+].C(N(C(C)C)CC)(C)C. Product: [CH2:1]([N:8]1[CH2:13][CH2:12][CH2:11][CH2:10][CH:9]1[CH2:14][N:25]1[N:26]=[N:27][C:23]([C:20]2[CH:21]=[CH:22][C:17]([F:16])=[CH:18][CH:19]=2)=[N:24]1)[C:2]1[CH:7]=[CH:6][CH:5]=[CH:4][CH:3]=1. The catalyst class is: 113. (2) Reactant: [F:1][C@@H:2]1[CH2:7][CH2:6][C@H:5]([N:8]2[CH2:12][CH2:11][CH2:10][C:9]2=[O:13])[CH2:4][CH2:3]1.[Li+].CC([N-]C(C)C)C.[Cl:22][C:23]1[CH:24]=[C:25]([O:36][S:37]([C:40]([F:43])([F:42])[F:41])(=[O:39])=[O:38])[CH:26]=[C:27]([Cl:35])[C:28]=1[CH2:29]OS(C)(=O)=O. The catalyst class is: 1. Product: [Cl:22][C:23]1[CH:24]=[C:25]([O:36][S:37]([C:40]([F:42])([F:43])[F:41])(=[O:39])=[O:38])[CH:26]=[C:27]([Cl:35])[C:28]=1[CH2:29][CH:10]1[CH2:11][CH2:12][N:8]([C@H:5]2[CH2:6][CH2:7][C@@H:2]([F:1])[CH2:3][CH2:4]2)[C:9]1=[O:13]. (3) Reactant: Cl.[Cl:2][C:3]1[C:8]([NH2:9])=[C:7]([Cl:10])[CH:6]=[CH:5][C:4]=1[OH:11].[OH-].[K+].S(OC)(O[CH3:18])(=O)=O.O. Product: [Cl:2][C:3]1[C:4]([O:11][CH3:18])=[CH:5][CH:6]=[C:7]([Cl:10])[C:8]=1[NH2:9]. The catalyst class is: 21. (4) Reactant: [C:1]([N:11]1[CH2:16][CH2:15][CH2:14][CH2:13][CH:12]1[C:17]1[CH:25]=[CH:24][C:20]([C:21](O)=[O:22])=[CH:19][CH:18]=1)([O:3][CH2:4][C:5]1[CH:10]=[CH:9][CH:8]=[CH:7][CH:6]=1)=[O:2].C(Cl)(=O)C([Cl:29])=O. Product: [C:1]([N:11]1[CH2:16][CH2:15][CH2:14][CH2:13][CH:12]1[C:17]1[CH:25]=[CH:24][C:20]([C:21]([Cl:29])=[O:22])=[CH:19][CH:18]=1)([O:3][CH2:4][C:5]1[CH:10]=[CH:9][CH:8]=[CH:7][CH:6]=1)=[O:2]. The catalyst class is: 59. (5) Reactant: C[O:2][C:3](=[O:31])[CH2:4][CH:5]1[CH2:10][NH:9][C@H:8]([C:11]([N:13]2[CH2:17][CH2:16][CH:15]([C:18]3[CH:23]=[CH:22][CH:21]=[CH:20][CH:19]=3)[CH2:14]2)=[O:12])[C@@H:7]([C:24]([O:26][C:27]([CH3:30])([CH3:29])[CH3:28])=[O:25])[CH2:6]1.[OH-].[Li+]. Product: [C:27]([O:26][C:24]([C@@H:7]1[C@@H:8]([C:11]([N:13]2[CH2:17][CH2:16][CH:15]([C:18]3[CH:19]=[CH:20][CH:21]=[CH:22][CH:23]=3)[CH2:14]2)=[O:12])[NH:9][CH2:10][CH:5]([CH2:4][C:3]([OH:31])=[O:2])[CH2:6]1)=[O:25])([CH3:30])([CH3:28])[CH3:29]. The catalyst class is: 1. (6) Reactant: [CH3:1][S:2]([C:5]1[CH:10]=[CH:9][C:8]([OH:11])=[CH:7][CH:6]=1)(=[O:4])=[O:3].C(=O)([O-])[O-].[Cs+].[Cs+].[C:18]([N:21]1[CH2:25][C@@H:24]([O:26][C:27](=[O:29])[CH3:28])[CH2:23][C@@H:22]1[C:30]1[CH:35]=[C:34]([N+:36]([O-])=O)[C:33]([NH:39][C:40]([C:42]2[CH:47]=[CH:46][CH:45]=[CH:44][N:43]=2)=O)=[CH:32][C:31]=1F)(=[O:20])[CH3:19].O.O.[Sn](Cl)Cl. Product: [C:27]([O:26][C@@H:24]1[CH2:25][N:21]([C:18](=[O:20])[CH3:19])[C@@H:22]([C:30]2[C:31]([O:11][C:8]3[CH:9]=[CH:10][C:5]([S:2]([CH3:1])(=[O:3])=[O:4])=[CH:6][CH:7]=3)=[CH:32][C:33]3[N:39]=[C:40]([C:42]4[CH:47]=[CH:46][CH:45]=[CH:44][N:43]=4)[NH:36][C:34]=3[CH:35]=2)[CH2:23]1)(=[O:29])[CH3:28]. The catalyst class is: 434. (7) Reactant: [Cl:1][C:2]1[C:3]([C:12]2([CH2:15]I)[CH2:14][CH2:13]2)=[N:4][CH:5]=[C:6]([C:8]([F:11])([F:10])[F:9])[CH:7]=1.[F:17][C:18]1[CH:28]=[CH:27][CH:26]=[C:25]([F:29])[C:19]=1[C:20]([NH:22][O:23][CH3:24])=[O:21].C(=O)([O-])[O-].[K+].[K+]. Product: [Cl:1][C:2]1[C:3]([C:12]2([CH2:15][N:22]([O:23][CH3:24])[C:20](=[O:21])[C:19]3[C:25]([F:29])=[CH:26][CH:27]=[CH:28][C:18]=3[F:17])[CH2:14][CH2:13]2)=[N:4][CH:5]=[C:6]([C:8]([F:11])([F:10])[F:9])[CH:7]=1. The catalyst class is: 16. (8) Reactant: [CH2:1]([Zn]CC)C.FC(F)(F)C(O)=O.ICI.[CH2:16]([O:23][C:24](=[O:38])/[N:25]=[C:26]1\[NH:27][C:28]2[CH:35]=[CH:34][CH:33]=[C:32]([CH:36]=[CH2:37])[C:29]=2[N:30]\1[CH3:31])[C:17]1[CH:22]=[CH:21][CH:20]=[CH:19][CH:18]=1. Product: [CH2:16]([O:23][C:24](=[O:38])/[N:25]=[C:26]1\[NH:27][C:28]2[CH:35]=[CH:34][CH:33]=[C:32]([CH:36]3[CH2:1][CH2:37]3)[C:29]=2[N:30]\1[CH3:31])[C:17]1[CH:22]=[CH:21][CH:20]=[CH:19][CH:18]=1. The catalyst class is: 2. (9) Reactant: Cl.Cl.[CH:3]1([N:9]([CH3:16])[CH:10]2[CH2:15][CH2:14][NH:13][CH2:12][CH2:11]2)[CH2:8][CH2:7][CH2:6][CH2:5][CH2:4]1.Cl[C:18]([O:20][C:21]1[CH:26]=[CH:25][C:24]([O:27][C:28]2[CH:33]=[CH:32][C:31]([C:34]([F:37])([F:36])[F:35])=[CH:30][N:29]=2)=[CH:23][CH:22]=1)=[O:19].C(NC(C)C)(C)C. Product: [F:36][C:34]([F:35])([F:37])[C:31]1[CH:32]=[CH:33][C:28]([O:27][C:24]2[CH:25]=[CH:26][C:21]([O:20][C:18]([N:13]3[CH2:12][CH2:11][CH:10]([N:9]([CH:3]4[CH2:8][CH2:7][CH2:6][CH2:5][CH2:4]4)[CH3:16])[CH2:15][CH2:14]3)=[O:19])=[CH:22][CH:23]=2)=[N:29][CH:30]=1. The catalyst class is: 348. (10) The catalyst class is: 385. Product: [Cl:13][C:14]1[CH:15]=[C:16]2[C:20](=[CH:21][CH:22]=1)[NH:19][C:18](=[O:23])[C:17]2([OH:24])[C:3]1[CH:8]=[CH:7][CH:6]=[CH:5][C:4]=1[O:9][CH3:10]. Reactant: [Mg].Br[C:3]1[CH:8]=[CH:7][CH:6]=[CH:5][C:4]=1[O:9][CH3:10].II.[Cl:13][C:14]1[CH:15]=[C:16]2[C:20](=[CH:21][CH:22]=1)[NH:19][C:18](=[O:23])[C:17]2=[O:24].[Cl-].[NH4+].